This data is from Forward reaction prediction with 1.9M reactions from USPTO patents (1976-2016). The task is: Predict the product of the given reaction. (1) The product is: [F:1][C:2]1[CH:3]=[C:4]([CH:5]=[CH:6][C:7]=1[O:8][C:9]1[CH:14]=[N:13][C:12]([C:15]([F:17])([F:18])[F:16])=[N:11][CH:10]=1)[CH2:19][O:20][C:22]1[CH:23]=[C:24]2[N:31]([CH3:32])[C@@H:30]([CH3:33])[CH2:29][N:25]2[C:26](=[O:28])[N:27]=1. Given the reactants [F:1][C:2]1[CH:3]=[C:4]([CH2:19][OH:20])[CH:5]=[CH:6][C:7]=1[O:8][C:9]1[CH:10]=[N:11][C:12]([C:15]([F:18])([F:17])[F:16])=[N:13][CH:14]=1.Cl[C:22]1[CH:23]=[C:24]2[N:31]([CH3:32])[C@@H:30]([CH3:33])[CH2:29][N:25]2[C:26](=[O:28])[N:27]=1, predict the reaction product. (2) Given the reactants CS(O[CH:6]1[CH2:9][N:8]([CH:10]([C:17]2[CH:22]=[CH:21][CH:20]=[CH:19][CH:18]=2)[C:11]2[CH:16]=[CH:15][CH:14]=[CH:13][CH:12]=2)[CH2:7]1)(=O)=O.[F-:23].C([N+](CCCC)(CCCC)CCCC)CCC, predict the reaction product. The product is: [CH:10]([N:8]1[CH2:9][CH:6]([F:23])[CH2:7]1)([C:17]1[CH:22]=[CH:21][CH:20]=[CH:19][CH:18]=1)[C:11]1[CH:16]=[CH:15][CH:14]=[CH:13][CH:12]=1.